From a dataset of Forward reaction prediction with 1.9M reactions from USPTO patents (1976-2016). Predict the product of the given reaction. (1) Given the reactants [H-].[Al+3].[Li+].[H-].[H-].[H-].[CH2:7]([C:9]1[C:20]([C:21](OCC)=[O:22])=[C:12]2[C:13]3[CH2:19][CH2:18][O:17][C:14]=3[CH:15]=[CH:16][N:11]2[N:10]=1)[CH3:8].O.O.O.O.O.O.O.O.O.O.S([O-])([O-])(=O)=O.[Na+].[Na+], predict the reaction product. The product is: [CH2:7]([C:9]1[C:20]([CH2:21][OH:22])=[C:12]2[C:13]3[CH2:19][CH2:18][O:17][C:14]=3[CH:15]=[CH:16][N:11]2[N:10]=1)[CH3:8]. (2) Given the reactants [NH:1]1[C:9]2[C:4](=[CH:5][C:6]([C:10]3[O:14][N:13]=[C:12]([C:15]([O:17]CC)=[O:16])[CH:11]=3)=[CH:7][CH:8]=2)[CH:3]=[N:2]1.CO.O.[OH-].[K+], predict the reaction product. The product is: [NH:1]1[C:9]2[C:4](=[CH:5][C:6]([C:10]3[O:14][N:13]=[C:12]([C:15]([OH:17])=[O:16])[CH:11]=3)=[CH:7][CH:8]=2)[CH:3]=[N:2]1. (3) Given the reactants OC1C2N=NNC=2C=CC=1.CN1CCOCC1.Cl.CN(C)CCCN=C=NCC.[CH:30]1([C@@:35]([OH:45])([C:39]2[CH:44]=[CH:43][CH:42]=[CH:41][CH:40]=2)[C:36]([OH:38])=O)[CH2:34][CH2:33][CH2:32][CH2:31]1.[CH2:46]([N:53]1[CH2:59][CH:58]2[CH:60]([CH2:61][NH:62][CH3:63])[CH:55]([CH2:56][CH2:57]2)[CH2:54]1)[C:47]1[CH:52]=[CH:51][CH:50]=[CH:49][CH:48]=1, predict the reaction product. The product is: [CH2:46]([N:53]1[CH2:59][CH:58]2[CH:60]([CH2:61][N:62]([CH3:63])[C:36](=[O:38])[C@:35]([CH:30]3[CH2:31][CH2:32][CH2:33][CH2:34]3)([OH:45])[C:39]3[CH:44]=[CH:43][CH:42]=[CH:41][CH:40]=3)[CH:55]([CH2:56][CH2:57]2)[CH2:54]1)[C:47]1[CH:48]=[CH:49][CH:50]=[CH:51][CH:52]=1. (4) Given the reactants [CH3:1][C@:2]12[C@@:19]3([CH3:20])[C@@H:10]([C@:11]4([CH3:33])[C@@H:16]([CH2:17][CH2:18]3)[C:15]([CH3:22])([CH3:21])[C:14]([C:23]3[CH:32]=[CH:31][C:26]([C:27]([O:29][CH3:30])=[O:28])=[CH:25][CH:24]=3)=[CH:13][CH2:12]4)[CH2:9][CH2:8][C@@H:7]1[C@H:6]1[C@H:34]([C:37]([CH3:39])=[CH2:38])[CH2:35][CH2:36][C@:5]1([NH:40][CH2:41][CH2:42][N:43]1[CH2:48][CH2:47][NH:46][CH2:45][CH2:44]1)[CH2:4][CH2:3]2.C(N(C(C)C)C(C)C)C.[CH3:58][N:59]([CH3:65])[C:60](=[O:64])[C:61](O)=[O:62], predict the reaction product. The product is: [CH3:58][N:59]([CH3:65])[C:60](=[O:64])[C:61]([N:46]1[CH2:45][CH2:44][N:43]([CH2:42][CH2:41][NH:40][C@:5]23[CH2:36][CH2:35][C@@H:34]([C:37]([CH3:39])=[CH2:38])[C@@H:6]2[C@@H:7]2[C@@:2]([CH3:1])([CH2:3][CH2:4]3)[C@@:19]3([CH3:20])[C@@H:10]([C@:11]4([CH3:33])[C@@H:16]([CH2:17][CH2:18]3)[C:15]([CH3:21])([CH3:22])[C:14]([C:23]3[CH:32]=[CH:31][C:26]([C:27]([O:29][CH3:30])=[O:28])=[CH:25][CH:24]=3)=[CH:13][CH2:12]4)[CH2:9][CH2:8]2)[CH2:48][CH2:47]1)=[O:62]. (5) The product is: [F:1][C:2]1[CH:3]=[CH:4][CH:5]=[C:6]2[C:11]=1[N:10]=[CH:9][C:8]([S:20]([C:14]1[CH:19]=[CH:18][CH:17]=[CH:16][CH:15]=1)(=[O:22])=[O:21])=[CH:7]2. Given the reactants [F:1][C:2]1[CH:3]=[CH:4][CH:5]=[C:6]2[C:11]=1[N:10]=[CH:9][C:8](I)=[CH:7]2.[Na+].[C:14]1([S:20]([O-:22])=[O:21])[CH:19]=[CH:18][CH:17]=[CH:16][CH:15]=1.C(=O)([O-])[O-].[K+].[K+].CNCCNC, predict the reaction product. (6) Given the reactants [C:1]1([N:7]2[C:15]3[C:10](=[CH:11][CH:12]=[CH:13][CH:14]=3)[C:9]([NH:16][C:17]3[CH:22]=[CH:21][CH:20]=[CH:19][CH:18]=3)=[N:8]2)[CH:6]=[CH:5][CH:4]=[CH:3][CH:2]=1.Br[C:24]1[CH:29]=[CH:28][CH:27]=[C:26]([C:30]2[CH:35]=[CH:34][CH:33]=[CH:32][CH:31]=2)[N:25]=1.CC(C)([O-])C.[Na+].C(P(C(C)(C)C)C1(C)CC1(C1C=CC=CC=1)C1C=CC=CC=1)(C)(C)C.[Cl-].[NH4+], predict the reaction product. The product is: [C:1]1([N:7]2[C:15]3[C:10](=[CH:11][CH:12]=[CH:13][CH:14]=3)[C:9]([N:16]([C:24]3[CH:29]=[CH:28][CH:27]=[C:26]([C:30]4[CH:31]=[CH:32][CH:33]=[CH:34][CH:35]=4)[N:25]=3)[C:17]3[CH:18]=[CH:19][CH:20]=[CH:21][CH:22]=3)=[N:8]2)[CH:2]=[CH:3][CH:4]=[CH:5][CH:6]=1. (7) Given the reactants F[C:2]1[CH:11]=[CH:10][C:5]([C:6]([O:8][CH3:9])=[O:7])=[CH:4][C:3]=1[N+:12]([O-:14])=[O:13].[NH:15]1[CH2:20][CH2:19][CH2:18][CH2:17][CH:16]1[C:21]([O:23][CH3:24])=[O:22].C([O-])([O-])=O.[Cs+].[Cs+], predict the reaction product. The product is: [CH3:9][O:8][C:6]([C:5]1[CH:10]=[CH:11][C:2]([N:15]2[CH2:20][CH2:19][CH2:18][CH2:17][CH:16]2[C:21]([O:23][CH3:24])=[O:22])=[C:3]([N+:12]([O-:14])=[O:13])[CH:4]=1)=[O:7]. (8) Given the reactants CC[O:3][C:4]([CH2:6][C:7]([CH2:9][C:10](OCC)=O)=[O:8])=O.C(OC(=O)C)(=O)C.[CH:22]([O:29]CC)([O:26][CH2:27][CH3:28])OCC.[NH3:32].Cl, predict the reaction product. The product is: [OH:8][C:7]1[C:9]([C:22]([O:26][CH2:27][CH3:28])=[O:29])=[CH:10][N:32]=[C:4]([OH:3])[CH:6]=1. (9) Given the reactants C([O:5][P:6]([CH:13]([C:15]1[C:20]([CH3:21])=[CH:19][N:18]=[C:17]([CH3:22])[C:16]=1[O:23][CH2:24][C:25]1[CH:30]=[CH:29][CH:28]=[CH:27][CH:26]=1)[OH:14])(=[O:12])[O:7]C(C)(C)C)(C)(C)C, predict the reaction product. The product is: [CH2:24]([O:23][C:16]1[C:17]([CH3:22])=[N:18][CH:19]=[C:20]([CH3:21])[C:15]=1[CH:13]([P:6](=[O:5])([OH:12])[OH:7])[OH:14])[C:25]1[CH:26]=[CH:27][CH:28]=[CH:29][CH:30]=1. (10) The product is: [Cl:20][C:6]1[CH:5]=[N:4][CH:3]=[C:2]([Cl:1])[C:7]=1[CH2:8][N:9]([C:10]1[CH:15]=[CH:14][C:13]([O:16][CH3:17])=[C:12]([O:18][CH3:19])[CH:11]=1)[CH2:26][C:23]1[CH:24]=[CH:25][S:21][CH:22]=1. Given the reactants [Cl:1][C:2]1[CH:3]=[N:4][CH:5]=[C:6]([Cl:20])[C:7]=1[CH2:8][NH:9][C:10]1[CH:15]=[CH:14][C:13]([O:16][CH3:17])=[C:12]([O:18][CH3:19])[CH:11]=1.[S:21]1[CH:25]=[CH:24][C:23]([CH:26]=O)=[CH:22]1.[BH3-]C#N.[Na+].CC(O)=O, predict the reaction product.